From a dataset of Full USPTO retrosynthesis dataset with 1.9M reactions from patents (1976-2016). Predict the reactants needed to synthesize the given product. The reactants are: [OH-].[Na+].C[O:4][C:5](=[O:17])[C:6]1[CH:11]=[CH:10][C:9]([O:12][CH2:13][CH:14]2[CH2:16][CH2:15]2)=[CH:8][CH:7]=1. Given the product [CH:14]1([CH2:13][O:12][C:9]2[CH:10]=[CH:11][C:6]([C:5]([OH:17])=[O:4])=[CH:7][CH:8]=2)[CH2:16][CH2:15]1, predict the reactants needed to synthesize it.